From a dataset of Forward reaction prediction with 1.9M reactions from USPTO patents (1976-2016). Predict the product of the given reaction. (1) Given the reactants C(N(CC)CC)C.[Cl:8][C:9]1[CH:14]=[CH:13][C:12]([S:15](Cl)(=[O:17])=[O:16])=[CH:11][CH:10]=1.Cl.Cl.[Cl:21][C:22]1[CH:27]=[C:26]([Cl:28])[CH:25]=[CH:24][C:23]=1[C:29]1[NH:33][C:32](=[O:34])[C:31]2([CH2:39][CH2:38][NH:37][CH2:36][CH2:35]2)[N:30]=1, predict the reaction product. The product is: [Cl:8][C:9]1[CH:14]=[CH:13][C:12]([S:15]([N:37]2[CH2:36][CH2:35][C:31]3([N:30]=[C:29]([C:23]4[CH:24]=[CH:25][C:26]([Cl:28])=[CH:27][C:22]=4[Cl:21])[NH:33][C:32]3=[O:34])[CH2:39][CH2:38]2)(=[O:17])=[O:16])=[CH:11][CH:10]=1. (2) Given the reactants Cl[C:2]1[N:7]2[N:8]=[CH:9][C:10]([C:11]([O:13][CH2:14][CH3:15])=[O:12])=[C:6]2[N:5]=[CH:4][C:3]=1[C:16]([O:18][CH3:19])=[O:17].[NH2:20][C:21]1[CH:26]=[CH:25][CH:24]=[C:23]([CH3:27])[CH:22]=1, predict the reaction product. The product is: [CH2:14]([O:13][C:11]([C:10]1[CH:9]=[N:8][N:7]2[C:2]([NH:20][C:21]3[CH:26]=[CH:25][CH:24]=[C:23]([CH3:27])[CH:22]=3)=[C:3]([C:16]([O:18][CH3:19])=[O:17])[CH:4]=[N:5][C:6]=12)=[O:12])[CH3:15]. (3) Given the reactants [C:1]([C:5]1[CH:10]=[CH:9][N+:8]([O-])=[CH:7][CH:6]=1)([CH3:4])([CH3:3])[CH3:2].[OH-].[Na+].P(Br)(Br)([Br:16])=O, predict the reaction product. The product is: [Br:16][C:9]1[CH:10]=[C:5]([C:1]([CH3:4])([CH3:3])[CH3:2])[CH:6]=[CH:7][N:8]=1. (4) The product is: [CH3:1][O:2][C:3]([C:5]1[C:13]2[C:8](=[CH:9][CH:10]=[CH:11][CH:12]=2)[N:7]([CH2:16][CH2:17][CH:18]2[CH2:23][CH2:22][CH2:21][CH2:20][N:19]2[CH3:24])[CH:6]=1)=[O:4]. Given the reactants [CH3:1][O:2][C:3]([C:5]1[C:13]2[C:8](=[CH:9][CH:10]=[CH:11][CH:12]=2)[NH:7][CH:6]=1)=[O:4].Cl.Cl[CH2:16][CH2:17][CH:18]1[CH2:23][CH2:22][CH2:21][CH2:20][N:19]1[CH3:24], predict the reaction product. (5) Given the reactants [C:1]1([C:7]2[CH:8]=[C:9]3[C:13](=[CH:14][CH:15]=2)[NH:12][C:11](=[O:16])[CH2:10]3)[CH:6]=[CH:5][CH:4]=[CH:3][CH:2]=1.[CH2:17]([N:19]([CH2:34][CH3:35])[CH2:20][CH2:21][CH2:22][C:23]1[CH:24]=[C:25]2[C:29](=[CH:30][CH:31]=1)[NH:28][C:27]([CH:32]=O)=[CH:26]2)[CH3:18].N1CCCCC1, predict the reaction product. The product is: [CH2:34]([N:19]([CH2:17][CH3:18])[CH2:20][CH2:21][CH2:22][C:23]1[CH:24]=[C:25]2[C:29](=[CH:30][CH:31]=1)[NH:28][C:27]([CH:32]=[C:10]1[C:9]3[C:13](=[CH:14][CH:15]=[C:7]([C:1]4[CH:2]=[CH:3][CH:4]=[CH:5][CH:6]=4)[CH:8]=3)[NH:12][C:11]1=[O:16])=[CH:26]2)[CH3:35].